This data is from CYP1A2 inhibition data for predicting drug metabolism from PubChem BioAssay. The task is: Regression/Classification. Given a drug SMILES string, predict its absorption, distribution, metabolism, or excretion properties. Task type varies by dataset: regression for continuous measurements (e.g., permeability, clearance, half-life) or binary classification for categorical outcomes (e.g., BBB penetration, CYP inhibition). Dataset: cyp1a2_veith. (1) The drug is CCCCCCCCCCCCCCC[C@H](O)[C@H](N)CO. The result is 0 (non-inhibitor). (2) The drug is O=C1NCCN1Cc1ccccc1F. The result is 1 (inhibitor).